From a dataset of Reaction yield outcomes from USPTO patents with 853,638 reactions. Predict the reaction yield, written as a fraction of the theoretical maximum amount of product (1.0 means a 100% yield; for example, 0.34 means a 34% yield). The reactants are [NH:1]1[CH2:6][CH2:5][CH2:4][CH2:3][CH2:2]1.C(=O)([O-])[O-].[K+].[K+].CC(N(C)C)=O.[Br:19][C:20]1[C:21]([CH3:34])=[C:22]([CH3:33])[C:23]2[O:27][C:26]([CH2:29]I)([CH3:28])[CH2:25][C:24]=2[C:31]=1[CH3:32]. The catalyst is C(OCC)(=O)C.O. The product is [Br:19][C:20]1[C:21]([CH3:34])=[C:22]([CH3:33])[C:23]2[O:27][C:26]([CH2:28][N:1]3[CH2:6][CH2:5][CH2:4][CH2:3][CH2:2]3)([CH3:29])[CH2:25][C:24]=2[C:31]=1[CH3:32]. The yield is 0.640.